Regression. Given two drug SMILES strings and cell line genomic features, predict the synergy score measuring deviation from expected non-interaction effect. From a dataset of NCI-60 drug combinations with 297,098 pairs across 59 cell lines. (1) Drug 1: COC1=C(C=C2C(=C1)N=CN=C2NC3=CC(=C(C=C3)F)Cl)OCCCN4CCOCC4. Drug 2: C1C(C(OC1N2C=NC3=C2NC=NCC3O)CO)O. Cell line: UO-31. Synergy scores: CSS=31.1, Synergy_ZIP=-5.20, Synergy_Bliss=-1.22, Synergy_Loewe=-0.460, Synergy_HSA=3.29. (2) Drug 1: C1=CC(=CC=C1CCCC(=O)O)N(CCCl)CCCl. Drug 2: CC(C)NC(=O)C1=CC=C(C=C1)CNNC.Cl. Cell line: ACHN. Synergy scores: CSS=45.1, Synergy_ZIP=-0.0140, Synergy_Bliss=0.0613, Synergy_Loewe=-9.51, Synergy_HSA=0.691.